This data is from Catalyst prediction with 721,799 reactions and 888 catalyst types from USPTO. The task is: Predict which catalyst facilitates the given reaction. (1) Reactant: O.[CH3:2][N:3]([CH3:13])[C:4]1[CH:9]=[CH:8][C:7](B(O)O)=[CH:6][N:5]=1.Br[C:15]1[CH:16]=[C:17]([CH:19]=[CH:20][CH:21]=1)[NH2:18].C([O-])([O-])=O.[Na+].[Na+]. Product: [CH3:2][N:3]([CH3:13])[C:4]1[N:5]=[CH:6][C:7]([C:15]2[CH:16]=[C:17]([NH2:18])[CH:19]=[CH:20][CH:21]=2)=[CH:8][CH:9]=1. The catalyst class is: 104. (2) Reactant: [CH2:1]([N:8]1[CH2:12][CH2:11][N:10]([C@@H:13]([C:21]([CH3:24])([CH3:23])[CH3:22])[C:14]([O:16]C(C)(C)C)=[O:15])[C:9]1=[O:25])[C:2]1[CH:7]=[CH:6][CH:5]=[CH:4][CH:3]=1.FC(F)(F)C(O)=O. Product: [CH2:1]([N:8]1[CH2:12][CH2:11][N:10]([C@@H:13]([C:21]([CH3:23])([CH3:22])[CH3:24])[C:14]([OH:16])=[O:15])[C:9]1=[O:25])[C:2]1[CH:3]=[CH:4][CH:5]=[CH:6][CH:7]=1. The catalyst class is: 4.